Dataset: Full USPTO retrosynthesis dataset with 1.9M reactions from patents (1976-2016). Task: Predict the reactants needed to synthesize the given product. (1) Given the product [CH:18]1([C:16]([NH:15][C:13]2[N:14]=[C:9]3[CH:8]=[CH:7][C:6]([O:5][C:4]4[CH:3]=[C:2]([NH:1][C:32]([C:30]5[CH:29]=[CH:28][CH:27]=[C:26]([C:25]([F:36])([F:24])[F:35])[N:31]=5)=[O:33])[CH:23]=[CH:22][CH:21]=4)=[N:11][N:10]3[CH:12]=2)=[O:17])[CH2:20][CH2:19]1, predict the reactants needed to synthesize it. The reactants are: [NH2:1][C:2]1[CH:3]=[C:4]([CH:21]=[CH:22][CH:23]=1)[O:5][C:6]1[CH:7]=[CH:8][C:9]2[N:10]([CH:12]=[C:13]([NH:15][C:16]([CH:18]3[CH2:20][CH2:19]3)=[O:17])[N:14]=2)[N:11]=1.[F:24][C:25]([F:36])([F:35])[C:26]1[N:31]=[C:30]([C:32](O)=[O:33])[CH:29]=[CH:28][CH:27]=1.Cl.CN(C)CCCN=C=NCC.ON1C2C=CC=CC=2N=N1.[Cl-].[NH4+]. (2) Given the product [CH3:19][N:20]([C:13](=[O:15])[C:12]1[CH:16]=[CH:17][CH:18]=[C:10]([S:7]([N:1]2[CH2:2][CH2:3][CH2:4][CH2:5][CH2:6]2)(=[O:8])=[O:9])[CH:11]=1)[C@H:21]1[CH2:40][N:25]2[C:26]3[C:31]([C:32]([CH2:33][C:34]([OH:36])=[O:35])=[C:24]2[CH2:23][CH2:22]1)=[CH:30][CH:29]=[CH:28][CH:27]=3, predict the reactants needed to synthesize it. The reactants are: [N:1]1([S:7]([C:10]2[CH:11]=[C:12]([CH:16]=[CH:17][CH:18]=2)[C:13]([OH:15])=O)(=[O:9])=[O:8])[CH2:6][CH2:5][CH2:4][CH2:3][CH2:2]1.[CH3:19][NH:20][C@H:21]1[CH2:40][N:25]2[C:26]3[C:31]([C:32]([CH2:33][C:34]([O:36]CCC)=[O:35])=[C:24]2[CH2:23][CH2:22]1)=[CH:30][CH:29]=[CH:28][CH:27]=3. (3) Given the product [C:1]([C:3]1[CH:4]=[CH:5][C:6]([C@@H:13]2[C:18]([C:19]#[N:20])=[C:17]([CH3:21])[N:16]([C:22]3[CH:27]=[CH:26][CH:25]=[C:24]([C:28]([F:30])([F:31])[F:29])[CH:23]=3)[C:15](=[O:32])[N:14]2[CH3:33])=[C:7]([S:9]([O-:11])=[O:10])[CH:8]=1)#[N:2].[Na+:38], predict the reactants needed to synthesize it. The reactants are: [C:1]([C:3]1[CH:4]=[CH:5][C:6]([C@@H:13]2[C:18]([C:19]#[N:20])=[C:17]([CH3:21])[N:16]([C:22]3[CH:27]=[CH:26][CH:25]=[C:24]([C:28]([F:31])([F:30])[F:29])[CH:23]=3)[C:15](=[O:32])[N:14]2[CH3:33])=[C:7]([S:9](Cl)(=[O:11])=[O:10])[CH:8]=1)#[N:2].S([O-])([O-])=O.[Na+:38].[Na+].C(=O)(O)[O-].[Na+]. (4) Given the product [F:17][C:16]([F:19])([F:18])[O:15][C:12]1[CH:13]=[CH:14][C:9]([O:8][C:5]2[CH:6]=[CH:7][C:2]([B:29]([OH:30])[OH:28])=[CH:3][CH:4]=2)=[CH:10][CH:11]=1, predict the reactants needed to synthesize it. The reactants are: Br[C:2]1[CH:7]=[CH:6][C:5]([O:8][C:9]2[CH:14]=[CH:13][C:12]([O:15][C:16]([F:19])([F:18])[F:17])=[CH:11][CH:10]=2)=[CH:4][CH:3]=1.C([Li])CCC.C([O:28][B:29](OC(C)C)[O:30]C(C)C)(C)C. (5) Given the product [Cl:12][C:3]1[C:4]2[CH:9]=[CH:8][CH:7]=[CH:6][C:5]=2[S:1][N:2]=1, predict the reactants needed to synthesize it. The reactants are: [S:1]1[C:5]2[CH:6]=[CH:7][CH:8]=[CH:9][C:4]=2[CH:3]=[N:2]1.P(Cl)(Cl)([Cl:12])=O.P(Cl)(Cl)Cl.